From a dataset of Forward reaction prediction with 1.9M reactions from USPTO patents (1976-2016). Predict the product of the given reaction. (1) Given the reactants [CH:1]1([C:4]2[C:5]([O:13][C@@H:14]([CH3:19])[C:15]([F:18])([F:17])[F:16])=[CH:6][C:7]([C:10]([OH:12])=O)=[N:8][CH:9]=2)[CH2:3][CH2:2]1.[CH3:20][C:21]1[O:25][N:24]=[C:23]([CH:26]([C:28]2([CH3:32])[CH2:31][O:30][CH2:29]2)[NH2:27])[N:22]=1, predict the reaction product. The product is: [CH:1]1([C:4]2[C:5]([O:13][C@@H:14]([CH3:19])[C:15]([F:18])([F:17])[F:16])=[CH:6][C:7]([C:10]([NH:27][CH:26]([C:23]3[N:22]=[C:21]([CH3:20])[O:25][N:24]=3)[C:28]3([CH3:32])[CH2:31][O:30][CH2:29]3)=[O:12])=[N:8][CH:9]=2)[CH2:2][CH2:3]1. (2) The product is: [CH:14]1[C:15]2[N:16]([C:25]3[CH:30]=[CH:29][C:28]([N:1]4[CH:5]=[CH:4][N:3]=[C:2]4[C:6]4[N:10]([C:28]5[CH:29]=[CH:30][C:25]([N:16]6[C:15]7[CH:14]=[CH:13][CH:12]=[CH:24][C:23]=7[C:22]7[C:17]6=[CH:18][CH:19]=[CH:20][CH:21]=7)=[CH:26][CH:27]=5)[CH:9]=[CH:8][N:7]=4)=[CH:27][CH:26]=3)[C:17]3[C:22](=[CH:21][CH:20]=[CH:19][CH:18]=3)[C:23]=2[CH:24]=[CH:12][CH:13]=1. Given the reactants [NH:1]1[CH:5]=[CH:4][N:3]=[C:2]1[C:6]1[NH:7][CH:8]=[CH:9][N:10]=1.Br[C:12]1[CH:13]=[CH:14][C:15]2[N:16]([C:25]3[CH:30]=[CH:29][CH:28]=[CH:27][CH:26]=3)[C:17]3[C:22]([C:23]=2[CH:24]=1)=[CH:21][CH:20]=[CH:19][CH:18]=3.C([O-])([O-])=O.[Cs+].[Cs+], predict the reaction product. (3) The product is: [NH2:9][C@@H:8]1[CH2:7][CH2:6][N:5]([CH2:17][CH2:18][N:19]2[C:28]3[C:23](=[CH:24][CH:25]=[C:26]([O:29][CH3:30])[CH:27]=3)[N:22]=[CH:21][C:20]2=[O:31])[CH2:4][C@@H:3]1[O:2][CH3:1]. Given the reactants [CH3:1][O:2][C@@H:3]1[C@H:8]([NH:9]C(=O)OC(C)(C)C)[CH2:7][CH2:6][N:5]([CH2:17][CH2:18][N:19]2[C:28]3[C:23](=[CH:24][CH:25]=[C:26]([O:29][CH3:30])[CH:27]=3)[N:22]=[CH:21][C:20]2=[O:31])[CH2:4]1.FC(F)(F)C(O)=O, predict the reaction product.